This data is from Peptide-MHC class I binding affinity with 185,985 pairs from IEDB/IMGT. The task is: Regression. Given a peptide amino acid sequence and an MHC pseudo amino acid sequence, predict their binding affinity value. This is MHC class I binding data. (1) The peptide sequence is LSINSSFYF. The MHC is HLA-B08:01 with pseudo-sequence HLA-B08:01. The binding affinity (normalized) is 0.255. (2) The peptide sequence is GFPFFIMPK. The MHC is HLA-A02:19 with pseudo-sequence HLA-A02:19. The binding affinity (normalized) is 0.0847. (3) The peptide sequence is YMKPGSSPL. The MHC is HLA-A02:03 with pseudo-sequence HLA-A02:03. The binding affinity (normalized) is 0.808.